This data is from Forward reaction prediction with 1.9M reactions from USPTO patents (1976-2016). The task is: Predict the product of the given reaction. Given the reactants CC(O[C:6](=O)[N:7]([CH2:9][CH2:10][CH:11]([S:15]C(=O)C1C=CC=CC=1)[CH2:12][CH2:13][CH3:14])C)(C)C.[OH-].[Na+].[Cl:27][C:28]1[CH:35]=[CH:34][C:31]([C:32]#[N:33])=[C:30](F)[CH:29]=1, predict the reaction product. The product is: [ClH:27].[Cl:27][C:28]1[CH:35]=[CH:34][C:31]([C:32]#[N:33])=[C:30]([S:15][CH:11]([CH2:10][CH2:9][NH:7][CH3:6])[CH2:12][CH2:13][CH3:14])[CH:29]=1.